From a dataset of Full USPTO retrosynthesis dataset with 1.9M reactions from patents (1976-2016). Predict the reactants needed to synthesize the given product. (1) Given the product [CH3:1][O:2][C:3]1[CH:4]=[C:5]([CH:9]=[CH:10][CH:11]=1)[CH2:6][CH2:7][NH:8][CH:12]1[CH2:16][CH2:15][CH2:14][CH2:13]1, predict the reactants needed to synthesize it. The reactants are: [CH3:1][O:2][C:3]1[CH:4]=[C:5]([CH:9]=[CH:10][CH:11]=1)[CH2:6][CH2:7][NH2:8].[CH:12]1(I)[CH2:16][CH2:15][CH2:14][CH2:13]1. (2) Given the product [CH2:22]([O:21][P:20]([CH:11]1[C:10](=[O:19])[N:9]2[C@H:14]([CH2:15][CH2:16][CH2:17][C@H:8]2[C:4]2[CH:5]=[CH:6][CH:7]=[C:2]([F:1])[CH:3]=2)[CH2:13][CH2:12]1)(=[O:27])[O:24][CH2:25][CH3:26])[CH3:23], predict the reactants needed to synthesize it. The reactants are: [F:1][C:2]1[CH:3]=[C:4]([C@H:8]2[CH2:17][CH2:16][CH2:15][C@@H:14]3[N:9]2[C:10](=[O:19])[CH:11](I)[CH2:12][CH2:13]3)[CH:5]=[CH:6][CH:7]=1.[P:20]([O:27]CC)([O:24][CH2:25][CH3:26])[O:21][CH2:22][CH3:23]. (3) Given the product [N:8](/[C:11](=[CH:6]\[C:5]1[S:1][CH:2]=[N:3][CH:4]=1)/[C:12]([O:14][CH2:15][CH3:16])=[O:13])=[N+:9]=[N-:10], predict the reactants needed to synthesize it. The reactants are: [S:1]1[C:5]([CH:6]=O)=[CH:4][N:3]=[CH:2]1.[N:8]([CH2:11][C:12]([O:14][CH2:15][CH3:16])=[O:13])=[N+:9]=[N-:10].[Na]. (4) Given the product [Cl:1][C:2]1[CH:10]=[C:9]2[C:5]([C:6]([C:11]([N:13]3[CH2:18][CH2:17][C:16]4([C:22]5[CH:23]=[CH:24][C:25]([F:27])=[CH:26][C:21]=5[C:20](=[O:28])[O:19]4)[CH2:15][CH2:14]3)=[O:12])=[CH:7][N:8]2[CH2:30][C:31](=[O:32])[C:33]2[CH:38]=[CH:37][CH:36]=[CH:35][N:34]=2)=[CH:4][CH:3]=1, predict the reactants needed to synthesize it. The reactants are: [Cl:1][C:2]1[CH:10]=[C:9]2[C:5]([C:6]([C:11]([N:13]3[CH2:18][CH2:17][C:16]4([C:22]5[CH:23]=[CH:24][C:25]([F:27])=[CH:26][C:21]=5[C:20](=[O:28])[O:19]4)[CH2:15][CH2:14]3)=[O:12])=[CH:7][NH:8]2)=[CH:4][CH:3]=1.Br[CH2:30][C:31]([C:33]1[CH:38]=[CH:37][CH:36]=[CH:35][N:34]=1)=[O:32]. (5) Given the product [C:17]1([C:16]2[C:10]3[N:9]=[CH:8][N:7]([CH2:1][C@H:2]4[CH2:3][CH2:4][CH2:5][O:36]4)[C:12](=[O:13])[C:11]=3[S:14][CH:15]=2)[CH:22]=[CH:21][CH:20]=[CH:19][CH:18]=1, predict the reactants needed to synthesize it. The reactants are: [C:1]1([N:7]2[C:12](=[O:13])[C:11]3[S:14][CH:15]=[C:16]([C:17]4[CH:22]=[CH:21][CH:20]=[CH:19][CH:18]=4)[C:10]=3[N:9]=[CH:8]2)C=[CH:5][CH:4]=[CH:3][CH:2]=1.NC1C(C2C=CC=CC=2)=CSC=1C(OC)=[O:36].C(OCC)(OCC)OCC.O1CCC[C@@H]1CN. (6) Given the product [CH3:10][C:8]1[CH:9]=[C:4]2[C:3]([C:12]3[CH:13]=[N:14][CH:15]=[N:16][CH:17]=3)=[C:2]([C:27]3[CH:28]=[CH:29][C:24]([O:23][CH2:22][CH2:21][CH2:20][N:19]([CH3:18])[CH3:33])=[CH:25][CH:26]=3)[NH:11][C:5]2=[N:6][CH:7]=1, predict the reactants needed to synthesize it. The reactants are: I[C:2]1[NH:11][C:5]2=[N:6][CH:7]=[C:8]([CH3:10])[CH:9]=[C:4]2[C:3]=1[C:12]1[CH:13]=[N:14][CH:15]=[N:16][CH:17]=1.[CH3:18][N:19]([CH3:33])[CH2:20][CH2:21][CH2:22][O:23][C:24]1[CH:29]=[CH:28][C:27](B(O)O)=[CH:26][CH:25]=1.C(=O)([O-])[O-].[K+].[K+].Cl. (7) Given the product [Br:1][C:2]1[CH:7]=[CH:6][C:5]([CH2:8][CH2:9][O:10][CH3:13])=[CH:4][CH:3]=1, predict the reactants needed to synthesize it. The reactants are: [Br:1][C:2]1[CH:7]=[CH:6][C:5]([CH2:8][CH2:9][OH:10])=[CH:4][CH:3]=1.[H-].[Na+].[CH3:13]I.O. (8) Given the product [NH2:15][C:16]1[CH2:17][C:18]([C:28](=[O:29])[N:30]([CH2:34][C:35]([NH2:37])=[O:36])[CH2:31][CH2:32][CH3:33])=[CH:19][C:20]2[CH:26]=[CH:25][C:24]([C:9]3[CH:8]=[CH:7][C:6]([CH2:4][C:67]([O:68][C:69]([CH3:72])([CH3:71])[CH3:70])=[O:73])=[CH:11][CH:10]=3)=[CH:23][C:21]=2[N:22]=1, predict the reactants needed to synthesize it. The reactants are: C(O[C:4]([C:6]1[CH:11]=[CH:10][C:9](B(O)O)=[CH:8][CH:7]=1)=O)C.[NH2:15][C:16]1[CH2:17][C:18]([C:28]([N:30]([CH2:34][C:35]([NH2:37])=[O:36])[CH2:31][CH2:32][CH3:33])=[O:29])=[CH:19][C:20]2[CH:26]=[CH:25][C:24](Br)=[CH:23][C:21]=2[N:22]=1.BrC1C=CC2=C(C=1)N=C(N[C:67](=[O:73])[O:68][C:69]([CH3:72])([CH3:71])[CH3:70])CC(C(=O)N(CCCO[Si](C(C)(C)C)(C)C)CCC)=C2. (9) Given the product [C:7](=[C:10]1[CH2:15][CH2:14][CH2:13][CH2:12][C:11]21[O:4][CH2:2]2)([CH3:9])[CH3:8], predict the reactants needed to synthesize it. The reactants are: C[C:2](C)([O-:4])C.[K+].[C:7](=[C:10]1[CH2:15][CH2:14][C:13](=O)[CH2:12][CH2:11]1)([CH3:9])[CH3:8].[I-].C[S+](C)(C)=O. (10) Given the product [Si:1]([O:8][CH2:9][C@H:10]1[CH2:19][C:18]2[C:13](=[CH:14][CH:15]=[CH:16][C:17]=2[CH2:20][CH:21]=[O:22])[C@H:12]([CH3:23])[N:11]1[C:24](=[O:34])[CH2:25][C:26]1[C:31]([F:32])=[CH:30][CH:29]=[CH:28][C:27]=1[Cl:33])([C:4]([CH3:7])([CH3:5])[CH3:6])([CH3:3])[CH3:2], predict the reactants needed to synthesize it. The reactants are: [Si:1]([O:8][CH2:9][C@H:10]1[CH2:19][C:18]2[C:13](=[CH:14][CH:15]=[CH:16][C:17]=2[CH2:20][CH2:21][OH:22])[C@H:12]([CH3:23])[N:11]1[C:24](=[O:34])[CH2:25][C:26]1[C:31]([F:32])=[CH:30][CH:29]=[CH:28][C:27]=1[Cl:33])([C:4]([CH3:7])([CH3:6])[CH3:5])([CH3:3])[CH3:2].C([O-])(O)=O.[Na+].[O-]S([O-])(=S)=O.[Na+].[Na+].